This data is from NCI-60 drug combinations with 297,098 pairs across 59 cell lines. The task is: Regression. Given two drug SMILES strings and cell line genomic features, predict the synergy score measuring deviation from expected non-interaction effect. (1) Drug 1: CN(C)C1=NC(=NC(=N1)N(C)C)N(C)C. Drug 2: CN(CCCl)CCCl.Cl. Cell line: SNB-19. Synergy scores: CSS=0.0795, Synergy_ZIP=-3.08, Synergy_Bliss=1.21, Synergy_Loewe=-9.65, Synergy_HSA=-1.21. (2) Drug 1: CN1CCC(CC1)COC2=C(C=C3C(=C2)N=CN=C3NC4=C(C=C(C=C4)Br)F)OC. Drug 2: C1=CN(C=N1)CC(O)(P(=O)(O)O)P(=O)(O)O. Cell line: HS 578T. Synergy scores: CSS=20.2, Synergy_ZIP=5.46, Synergy_Bliss=16.4, Synergy_Loewe=9.20, Synergy_HSA=10.3. (3) Drug 1: CN1CCC(CC1)COC2=C(C=C3C(=C2)N=CN=C3NC4=C(C=C(C=C4)Br)F)OC. Drug 2: CS(=O)(=O)CCNCC1=CC=C(O1)C2=CC3=C(C=C2)N=CN=C3NC4=CC(=C(C=C4)OCC5=CC(=CC=C5)F)Cl. Cell line: SF-295. Synergy scores: CSS=-1.68, Synergy_ZIP=-0.652, Synergy_Bliss=-3.38, Synergy_Loewe=-3.77, Synergy_HSA=-3.44. (4) Drug 1: C1CC(=O)NC(=O)C1N2CC3=C(C2=O)C=CC=C3N. Drug 2: CC(C)CN1C=NC2=C1C3=CC=CC=C3N=C2N. Cell line: LOX IMVI. Synergy scores: CSS=4.42, Synergy_ZIP=-2.84, Synergy_Bliss=-1.71, Synergy_Loewe=-0.204, Synergy_HSA=-0.131. (5) Synergy scores: CSS=22.5, Synergy_ZIP=-4.70, Synergy_Bliss=4.46, Synergy_Loewe=-9.44, Synergy_HSA=-0.0214. Cell line: IGROV1. Drug 1: C1=NC2=C(N=C(N=C2N1C3C(C(C(O3)CO)O)O)F)N. Drug 2: CS(=O)(=O)CCNCC1=CC=C(O1)C2=CC3=C(C=C2)N=CN=C3NC4=CC(=C(C=C4)OCC5=CC(=CC=C5)F)Cl. (6) Drug 1: C1=NC2=C(N=C(N=C2N1C3C(C(C(O3)CO)O)F)Cl)N. Drug 2: C1C(C(OC1N2C=NC(=NC2=O)N)CO)O. Cell line: NCI/ADR-RES. Synergy scores: CSS=49.6, Synergy_ZIP=-3.73, Synergy_Bliss=-3.77, Synergy_Loewe=0.733, Synergy_HSA=0.119.